This data is from Full USPTO retrosynthesis dataset with 1.9M reactions from patents (1976-2016). The task is: Predict the reactants needed to synthesize the given product. (1) Given the product [NH2:12][C:10]([OH:19])([CH3:11])[CH2:9][C:6]1[CH:7]=[N:8][C:3]([O:2][CH3:1])=[CH:4][CH:5]=1, predict the reactants needed to synthesize it. The reactants are: [CH3:1][O:2][C:3]1[N:8]=[CH:7][C:6]([CH:9](O)[CH:10]([N+:12]([O-])=O)[CH3:11])=[CH:5][CH:4]=1.[H][H].C[OH:19]. (2) The reactants are: C([O:5][C:6](=[O:54])[CH2:7][O:8][C:9]1[CH:14]=[CH:13][C:12]([C:15](=[O:46])[NH:16][CH2:17][C@H:18]([CH:43]([CH3:45])[CH3:44])[CH2:19][C@H:20]([NH:35]C(OC(C)(C)C)=O)[C@@H:21]([OH:34])[CH2:22][C@H:23]([C:27](=[O:33])[NH:28][CH2:29][CH2:30][CH2:31][CH3:32])[CH:24]([CH3:26])[CH3:25])=[C:11]([O:47][CH2:48][CH2:49][CH2:50][CH2:51][O:52][CH3:53])[CH:10]=1)(C)(C)C.Cl. Given the product [NH2:35][C@H:20]([C@@H:21]([OH:34])[CH2:22][C@H:23]([C:27](=[O:33])[NH:28][CH2:29][CH2:30][CH2:31][CH3:32])[CH:24]([CH3:26])[CH3:25])[CH2:19][C@@H:18]([CH:43]([CH3:44])[CH3:45])[CH2:17][NH:16][C:15]([C:12]1[CH:13]=[CH:14][C:9]([O:8][CH2:7][C:6]([OH:54])=[O:5])=[CH:10][C:11]=1[O:47][CH2:48][CH2:49][CH2:50][CH2:51][O:52][CH3:53])=[O:46], predict the reactants needed to synthesize it. (3) Given the product [NH2:1][C@:2]([CH3:9])([CH2:6][C:7]#[CH:8])[C:3]([O:5][CH3:14])=[O:4], predict the reactants needed to synthesize it. The reactants are: [NH2:1][C@:2]([CH3:9])([CH2:6][C:7]#[CH:8])[C:3]([OH:5])=[O:4].S(Cl)(Cl)=O.[CH3:14]O. (4) The reactants are: [NH2:1][C:2]1[N:7]=[C:6]([N:8]2[CH2:13][CH2:12][CH2:11][C@H:10]([C:14]([NH:16][C:17]3[CH:22]=[CH:21][C:20]([F:23])=[CH:19][CH:18]=3)=[O:15])[CH2:9]2)[CH:5]=[C:4]([C:24]2[CH:29]=[CH:28][C:27]([C:30]#[N:31])=[C:26](F)[CH:25]=2)[N:3]=1.CCN(C(C)C)C(C)C.[NH2:42][NH2:43]. Given the product [NH2:1][C:2]1[N:7]=[C:6]([N:8]2[CH2:13][CH2:12][CH2:11][C@H:10]([C:14]([NH:16][C:17]3[CH:18]=[CH:19][C:20]([F:23])=[CH:21][CH:22]=3)=[O:15])[CH2:9]2)[CH:5]=[C:4]([C:24]2[CH:29]=[C:28]3[C:27]([C:30]([NH2:31])=[N:42][NH:43]3)=[CH:26][CH:25]=2)[N:3]=1, predict the reactants needed to synthesize it. (5) Given the product [Br:24][C:25]1[CH:26]=[CH:27][C:28]2[N:29]([CH:32]=[C:33]([CH2:35][N:11]([CH:9]3[C:10]4[N:1]=[CH:2][CH:3]=[CH:4][C:5]=4[CH2:6][CH2:7][CH2:8]3)[CH2:12][CH2:13][CH2:14][CH2:15][NH2:16])[N:34]=2)[C:30]=1[CH3:31], predict the reactants needed to synthesize it. The reactants are: [N:1]1[C:10]2[CH:9]([NH:11][CH2:12][CH2:13][CH2:14][CH2:15][NH:16]C(=O)OC(C)(C)C)[CH2:8][CH2:7][CH2:6][C:5]=2[CH:4]=[CH:3][CH:2]=1.[Br:24][C:25]1[CH:26]=[CH:27][C:28]2[N:29]([CH:32]=[C:33]([CH:35]=O)[N:34]=2)[C:30]=1[CH3:31]. (6) Given the product [Br:1][C:2]1[CH:3]=[CH:4][C:5]([CH:8]2[CH2:16][CH2:15][CH2:14][CH:13]3[N:9]2[CH2:10][CH2:11][CH2:12]3)=[CH:6][CH:7]=1, predict the reactants needed to synthesize it. The reactants are: [Br:1][C:2]1[CH:7]=[CH:6][C:5]([CH:8]2[CH2:16][C:15](=O)[CH2:14][CH:13]3[N:9]2[CH2:10][CH2:11][CH2:12]3)=[CH:4][CH:3]=1.NN.[OH-].[K+].